From a dataset of Catalyst prediction with 721,799 reactions and 888 catalyst types from USPTO. Predict which catalyst facilitates the given reaction. The catalyst class is: 27. Product: [Cl:1][C:2]1[CH:3]=[C:4]([C:9](=[O:11])[CH2:10][C:22](=[O:30])[C:23]([O:25][C:26]([CH3:29])([CH3:28])[CH3:27])=[O:24])[CH:5]=[C:6]([Cl:8])[CH:7]=1. Reactant: [Cl:1][C:2]1[CH:3]=[C:4]([C:9](=[O:11])[CH3:10])[CH:5]=[C:6]([Cl:8])[CH:7]=1.C[Si]([N-][Si](C)(C)C)(C)C.[Li+].[C:22](OC(C)(C)C)(=[O:30])[C:23]([O:25][C:26]([CH3:29])([CH3:28])[CH3:27])=[O:24].